From a dataset of Forward reaction prediction with 1.9M reactions from USPTO patents (1976-2016). Predict the product of the given reaction. (1) Given the reactants [NH:1]1[C:9]2[C:4](=[CH:5][CH:6]=[CH:7][CH:8]=2)[C:3]([C:10]([O:12][CH3:13])=[O:11])=[N:2]1.Br[CH2:15][C:16]1[CH:21]=[CH:20][C:19]([S:22]([CH2:25][CH3:26])(=[O:24])=[O:23])=[CH:18][CH:17]=1.C(=O)([O-])[O-].[Cs+].[Cs+], predict the reaction product. The product is: [CH2:25]([S:22]([C:19]1[CH:20]=[CH:21][C:16]([CH2:15][N:1]2[C:9]3[C:4](=[CH:5][CH:6]=[CH:7][CH:8]=3)[C:3]([C:10]([O:12][CH3:13])=[O:11])=[N:2]2)=[CH:17][CH:18]=1)(=[O:24])=[O:23])[CH3:26]. (2) Given the reactants Cl[C:2]1[CH:7]=[C:6]([F:8])[CH:5]=[CH:4][N:3]=1.[C:9](=[O:16])([O:11][C:12]([CH3:15])([CH3:14])[CH3:13])[NH2:10].[OH-].[Na+].O, predict the reaction product. The product is: [C:12]([O:11][C:9](=[O:16])[NH:10][C:2]1[CH:7]=[C:6]([F:8])[CH:5]=[CH:4][N:3]=1)([CH3:15])([CH3:14])[CH3:13]. (3) Given the reactants [OH:1][NH:2][C:3]([C:5]1[CH:9]=[CH:8][O:7][CH:6]=1)=[NH:4].[CH3:10][O:11][C:12]1[CH:20]=[C:16]([C:17](O)=O)[C:15]([OH:21])=[CH:14][CH:13]=1, predict the reaction product. The product is: [O:7]1[CH:8]=[CH:9][C:5]([C:3]2[N:4]=[C:17]([C:16]3[CH:20]=[C:12]([O:11][CH3:10])[CH:13]=[CH:14][C:15]=3[OH:21])[O:1][N:2]=2)=[CH:6]1. (4) Given the reactants [CH3:1][C:2]([C:4]1[CH:9]=[C:8]([O:10][CH3:11])[CH:7]=[CH:6][C:5]=1[OH:12])=[O:3].Cl[C:14]1[C:23]2[C:18](=[CH:19][C:20]([O:26][CH3:27])=[C:21]([O:24][CH3:25])[CH:22]=2)[N:17]=[CH:16][CH:15]=1, predict the reaction product. The product is: [CH3:25][O:24][C:21]1[CH:22]=[C:23]2[C:18](=[CH:19][C:20]=1[O:26][CH3:27])[N:17]=[CH:16][CH:15]=[C:14]2[O:12][C:5]1[CH:6]=[CH:7][C:8]([O:10][CH3:11])=[CH:9][C:4]=1[C:2](=[O:3])[CH3:1]. (5) Given the reactants O=P(Cl)(Cl)Cl.[CH3:6]N(C=O)C.C(O[CH:14](OCC)[CH2:15][O:16][CH2:17][C:18]1[CH:23]=[CH:22][CH:21]=[CH:20][CH:19]=1)C.C([O-])([O-])=O.[Na+].[Na+].C[O-].[Na+].[NH:36]([CH2:38][CH2:39][OH:40])[NH2:37], predict the reaction product. The product is: [CH2:17]([O:16][C:15]1[CH:14]=[N:37][N:36]([CH2:38][CH2:39][OH:40])[CH:6]=1)[C:18]1[CH:19]=[CH:20][CH:21]=[CH:22][CH:23]=1. (6) The product is: [CH3:29][C:30]1([CH3:37])[O:35][CH2:34][CH:33]([N:24]2[CH2:23][CH2:22][C:21]3[CH:27]=[CH:28][C:18]([C:15]4[N:14]=[C:13]([C:8]5[CH:9]=[C:10]([C:11]#[N:12])[C:5]([NH:4][CH2:1][CH2:2][CH3:3])=[N:6][CH:7]=5)[O:17][N:16]=4)=[CH:19][C:20]=3[CH2:26][CH2:25]2)[CH2:32][O:31]1. Given the reactants [CH2:1]([NH:4][C:5]1[C:10]([C:11]#[N:12])=[CH:9][C:8]([C:13]2[O:17][N:16]=[C:15]([C:18]3[CH:28]=[CH:27][C:21]4[CH2:22][CH2:23][NH:24][CH2:25][CH2:26][C:20]=4[CH:19]=3)[N:14]=2)=[CH:7][N:6]=1)[CH2:2][CH3:3].[CH3:29][C:30]1([CH3:37])[O:35][CH2:34][C:33](=O)[CH2:32][O:31]1.C(O[BH-](OC(=O)C)OC(=O)C)(=O)C.[Na+].C(O)(=O)C.C(=O)([O-])O.[Na+], predict the reaction product. (7) Given the reactants O=[C:2]1[CH2:6][CH2:5][CH2:4][CH:3]1[C:7]([O:9]CC)=O.[NH2:12][C:13]([NH2:15])=[O:14].Cl.[OH-].[Na+], predict the reaction product. The product is: [N:12]1[C:2]2[CH2:6][CH2:5][CH2:4][C:3]=2[C:7]([OH:9])=[N:15][C:13]=1[OH:14].